This data is from Forward reaction prediction with 1.9M reactions from USPTO patents (1976-2016). The task is: Predict the product of the given reaction. (1) Given the reactants [BH4-].C([N+](CCCC)(CCCC)CCCC)CCC.[C:19]1([C:25]2[C:29]3[CH:30]=[CH:31][CH:32]=[CH:33][C:28]=3[O:27][C:26]=2[C:34](=[O:36])[CH3:35])[CH:24]=[CH:23][CH:22]=[CH:21][CH:20]=1, predict the reaction product. The product is: [C:19]1([C:25]2[C:29]3[CH:30]=[CH:31][CH:32]=[CH:33][C:28]=3[O:27][C:26]=2[CH:34]([OH:36])[CH3:35])[CH:20]=[CH:21][CH:22]=[CH:23][CH:24]=1. (2) Given the reactants F[C:2]1[C:7]([C:8]2[C:9]3[CH:16]=[CH:15][NH:14][C:10]=3[N:11]=[CH:12][N:13]=2)=[CH:6][CH:5]=[CH:4][N:3]=1.[NH2:17][C:18]1[C:19]([F:32])=[C:20]([NH:25][S:26]([CH2:29][CH2:30][CH3:31])(=[O:28])=[O:27])[CH:21]=[CH:22][C:23]=1[F:24].Cl, predict the reaction product. The product is: [N:11]1[C:10]2[NH:14][CH:15]=[CH:16][C:9]=2[C:8]([C:7]2[C:2]([NH:17][C:18]3[C:19]([F:32])=[C:20]([NH:25][S:26]([CH2:29][CH2:30][CH3:31])(=[O:28])=[O:27])[CH:21]=[CH:22][C:23]=3[F:24])=[N:3][CH:4]=[CH:5][CH:6]=2)=[N:13][CH:12]=1. (3) Given the reactants Cl[C:2]1[CH:3]=[C:4]2[C:9](=[CH:10][CH:11]=1)[C:8]([C:12]1[CH:24]=[C:23]([CH3:25])[C:22]3[C:21]4[C:16](=[CH:17][CH:18]=[CH:19][CH:20]=4)[C:15]([CH3:27])([CH3:26])[C:14]=3[CH:13]=1)=[N:7][CH:6]=[CH:5]2.[Br-].[CH:29]([Zn+])([CH3:31])[CH3:30], predict the reaction product. The product is: [CH:29]([C:2]1[CH:3]=[C:4]2[C:9](=[CH:10][CH:11]=1)[C:8]([C:12]1[CH:24]=[C:23]([CH3:25])[C:22]3[C:21]4[C:16](=[CH:17][CH:18]=[CH:19][CH:20]=4)[C:15]([CH3:26])([CH3:27])[C:14]=3[CH:13]=1)=[N:7][CH:6]=[CH:5]2)([CH3:31])[CH3:30]. (4) Given the reactants [CH2:1]([C:3]1[CH:8]=[CH:7][C:6]([N+:9]([O-:11])=[O:10])=[CH:5][C:4]=1[N+:12]([O-])=O)[CH3:2], predict the reaction product. The product is: [CH2:1]([C:3]1[CH:8]=[CH:7][C:6]([N+:9]([O-:11])=[O:10])=[CH:5][C:4]=1[NH2:12])[CH3:2]. (5) Given the reactants [CH3:1][NH2:2].C[O:4][C:5](=O)/[CH:6]=[C:7](/[O:10][CH3:11])\[CH2:8]Cl, predict the reaction product. The product is: [CH3:11][O:10][C:7]1[CH2:8][N:2]([CH3:1])[C:5](=[O:4])[CH:6]=1.